This data is from Forward reaction prediction with 1.9M reactions from USPTO patents (1976-2016). The task is: Predict the product of the given reaction. (1) Given the reactants [NH2:1][C:2]1[CH:10]=[CH:9][C:5]([C:6]([OH:8])=O)=[CH:4][C:3]=1[O:11][CH3:12].C[CH2:14][N:15]([CH:19]([CH3:21])[CH3:20])[CH:16]([CH3:18])[CH3:17].[CH3:22][N:23](C(ON1N=NC2C=CC=NC1=2)=[N+](C)C)C.F[P-](F)(F)(F)(F)F.[CH3:46]N(C=O)C, predict the reaction product. The product is: [NH2:1][C:2]1[CH:10]=[CH:9][C:5]([C:6]([NH:23][CH:22]2[CH2:18][C@H:16]3[N:15]([CH3:14])[C@H:19]([CH2:21][CH2:46][CH2:17]3)[CH2:20]2)=[O:8])=[CH:4][C:3]=1[O:11][CH3:12]. (2) Given the reactants [C:1]([C:5]1[CH:6]=[CH:7][C:8]2[N:12]=[C:11](Cl)[NH:10][C:9]=2[CH:14]=1)([CH3:4])([CH3:3])[CH3:2].[F:15][C:16]([F:30])([F:29])[C:17]1[C:18]([N:23]2[CH2:28][CH2:27][NH:26][CH2:25][CH2:24]2)=[N:19][CH:20]=[CH:21][CH:22]=1, predict the reaction product. The product is: [C:1]([C:5]1[CH:6]=[CH:7][C:8]2[N:12]=[C:11]([N:26]3[CH2:27][CH2:28][N:23]([C:18]4[C:17]([C:16]([F:30])([F:15])[F:29])=[CH:22][CH:21]=[CH:20][N:19]=4)[CH2:24][CH2:25]3)[NH:10][C:9]=2[CH:14]=1)([CH3:4])([CH3:3])[CH3:2]. (3) Given the reactants [N+:1]([C:4]1[CH:13]=[CH:12][C:7]2[S:8][CH2:9][CH2:10][NH:11][C:6]=2[CH:5]=1)([O-:3])=[O:2].Cl[CH2:15][C:16](Cl)=[O:17].[CH3:19][NH2:20], predict the reaction product. The product is: [CH3:19][NH:20][CH2:15][C:16]([N:11]1[CH2:10][CH2:9][S:8][C:7]2[CH:12]=[CH:13][C:4]([N+:1]([O-:3])=[O:2])=[CH:5][C:6]1=2)=[O:17]. (4) Given the reactants [O:1]=[C:2]([CH3:9])[CH2:3][C:4]([O:6][CH2:7][CH3:8])=[O:5].CO[CH:12](OC)[N:13]([CH3:15])[CH3:14], predict the reaction product. The product is: [CH3:12][N:13]([CH:15]=[C:3]([C:2](=[O:1])[CH3:9])[C:4]([O:6][CH2:7][CH3:8])=[O:5])[CH3:14]. (5) The product is: [CH3:32][S:33]([OH:36])(=[O:35])=[O:34].[S:1]1[C:5]2[CH:6]=[CH:7][CH:8]=[CH:9][C:4]=2[C:3]([N:10]2[CH2:15][CH2:14][N:13]([CH2:16][CH2:17][C:18]3[CH:19]=[C:20]4[C:24](=[CH:25][CH:26]=3)[C:23]([CH3:28])([CH3:27])[CH:22]([NH:29][CH2:30][CH3:31])[CH2:21]4)[CH2:12][CH2:11]2)=[N:2]1. Given the reactants [S:1]1[C:5]2[CH:6]=[CH:7][CH:8]=[CH:9][C:4]=2[C:3]([N:10]2[CH2:15][CH2:14][N:13]([CH2:16][CH2:17][C:18]3[CH:19]=[C:20]4[C:24](=[CH:25][CH:26]=3)[C:23]([CH3:28])([CH3:27])[CH:22]([NH:29][CH2:30][CH3:31])[CH2:21]4)[CH2:12][CH2:11]2)=[N:2]1.[CH3:32][S:33]([OH:36])(=[O:35])=[O:34], predict the reaction product. (6) The product is: [SH:25][C:20]1[CH:21]=[CH:22][CH:23]=[CH:24][C:19]=1[N:18]=[CH:8][C:7]1[CH:10]=[C:11]([C:13]([CH3:16])([CH3:15])[CH3:14])[CH:12]=[C:5]([C:1]([CH3:4])([CH3:3])[CH3:2])[C:6]=1[OH:17]. Given the reactants [C:1]([C:5]1[C:6]([OH:17])=[C:7]([CH:10]=[C:11]([C:13]([CH3:16])([CH3:15])[CH3:14])[CH:12]=1)[CH:8]=O)([CH3:4])([CH3:3])[CH3:2].[NH2:18][C:19]1[CH:24]=[CH:23][CH:22]=[CH:21][C:20]=1[SH:25], predict the reaction product.